Dataset: Reaction yield outcomes from USPTO patents with 853,638 reactions. Task: Predict the reaction yield, written as a fraction of the theoretical maximum amount of product (1.0 means a 100% yield; for example, 0.34 means a 34% yield). The reactants are [Br:1][C:2]1[CH:3]=[C:4]2[C:8](=[CH:9][CH:10]=1)[NH:7][C:6](=[O:11])[CH2:5]2.[N:12]1([CH2:17][CH2:18][NH:19][C:20]([C:22]2[C:26]([C:27]3[CH:32]=[CH:31][CH:30]=[CH:29][CH:28]=3)=[C:25]([CH:33]=O)[NH:24][C:23]=2[CH3:35])=[O:21])[CH2:16][CH2:15][CH2:14][CH2:13]1. No catalyst specified. The product is [N:12]1([CH2:17][CH2:18][NH:19][C:20]([C:22]2[C:26]([C:27]3[CH:28]=[CH:29][CH:30]=[CH:31][CH:32]=3)=[C:25]([CH:33]=[C:5]3[C:4]4[C:8](=[CH:9][CH:10]=[C:2]([Br:1])[CH:3]=4)[NH:7][C:6]3=[O:11])[NH:24][C:23]=2[CH3:35])=[O:21])[CH2:13][CH2:14][CH2:15][CH2:16]1. The yield is 0.270.